This data is from Forward reaction prediction with 1.9M reactions from USPTO patents (1976-2016). The task is: Predict the product of the given reaction. Given the reactants Cl[C:2]1[C:7]([O:8][CH2:9][CH2:10][O:11]C2CCCCO2)=[CH:6][CH:5]=[CH:4][N:3]=1.[OH:18][CH:19]1[CH2:24][CH2:23][N:22]([CH3:25])[CH2:21][CH2:20]1.CC(C)([O-])C.[K+].C(O)(C)(C)C, predict the reaction product. The product is: [CH3:25][N:22]1[CH2:23][CH2:24][CH:19]([O:18][C:2]2[C:7]([O:8][CH2:9][CH2:10][OH:11])=[CH:6][CH:5]=[CH:4][N:3]=2)[CH2:20][CH2:21]1.